From a dataset of Peptide-MHC class I binding affinity with 185,985 pairs from IEDB/IMGT. Regression. Given a peptide amino acid sequence and an MHC pseudo amino acid sequence, predict their binding affinity value. This is MHC class I binding data. (1) The peptide sequence is AVSMANIFR. The MHC is HLA-A31:01 with pseudo-sequence HLA-A31:01. The binding affinity (normalized) is 0.914. (2) The peptide sequence is EVKLFIVPDA. The MHC is HLA-A68:02 with pseudo-sequence HLA-A68:02. The binding affinity (normalized) is 0.352. (3) The peptide sequence is IPMFNKGHF. The MHC is H-2-Kd with pseudo-sequence H-2-Kd. The binding affinity (normalized) is 0.0348. (4) The peptide sequence is LASNAICSAV. The MHC is HLA-B57:01 with pseudo-sequence HLA-B57:01. The binding affinity (normalized) is 0.169. (5) The peptide sequence is REPWDEWV. The MHC is Mamu-A11 with pseudo-sequence Mamu-A11. The binding affinity (normalized) is 0.234.